Dataset: Catalyst prediction with 721,799 reactions and 888 catalyst types from USPTO. Task: Predict which catalyst facilitates the given reaction. (1) Reactant: [N+:1]([O-:4])([O-])=[O:2].[K+].[CH3:6][C:7]1([CH3:18])[CH2:13][CH2:12][CH2:11][NH:10][C:9]2[CH:14]=[CH:15][CH:16]=[CH:17][C:8]1=2.C([O-])(O)=O.[Na+]. Product: [CH3:6][C:7]1([CH3:18])[CH2:13][CH2:12][CH2:11][NH:10][C:9]2[CH:14]=[C:15]([N+:1]([O-:4])=[O:2])[CH:16]=[CH:17][C:8]1=2. The catalyst class is: 82. (2) Reactant: C(O)(=O)C.Br.C(OP([N:14]1[CH2:27][CH2:26][N:25]([S:28]([C:31]2[CH:36]=[CH:35][CH:34]=[CH:33][C:32]=2[N+:37]([O-:39])=[O:38])(=[O:30])=[O:29])[CH2:24][CH2:23][CH2:22][C:21]([F:41])([F:40])[CH2:20][CH2:19][CH2:18][N:17]([S:42]([C:45]2[CH:50]=[CH:49][CH:48]=[CH:47][C:46]=2[N+:51]([O-:53])=[O:52])(=[O:44])=[O:43])[CH2:16][CH2:15]1)(=O)OCC)C. Product: [F:41][C:21]1([F:40])[CH2:22][CH2:23][CH2:24][N:25]([S:28]([C:31]2[CH:36]=[CH:35][CH:34]=[CH:33][C:32]=2[N+:37]([O-:39])=[O:38])(=[O:30])=[O:29])[CH2:26][CH2:27][NH:14][CH2:15][CH2:16][N:17]([S:42]([C:45]2[CH:50]=[CH:49][CH:48]=[CH:47][C:46]=2[N+:51]([O-:53])=[O:52])(=[O:43])=[O:44])[CH2:18][CH2:19][CH2:20]1. The catalyst class is: 27. (3) Reactant: [CH2:1]([C:5]1[CH:10]=[CH:9][C:8]([C:11]#[C:12][C:13]2[CH:18]=[CH:17][C:16]([CH:19]([O:24][C:25]3[CH:26]=[CH:27][C:28]4[C:33](=[O:34])[O:32]C(C)(C)[O:30][C:29]=4[CH:37]=3)[CH2:20][CH2:21][CH2:22][CH3:23])=[CH:15][CH:14]=2)=[CH:7][CH:6]=1)[CH2:2][CH2:3][CH3:4].[OH-].[Na+].Cl. Product: [CH2:1]([C:5]1[CH:10]=[CH:9][C:8]([C:11]#[C:12][C:13]2[CH:18]=[CH:17][C:16]([CH:19]([O:24][C:25]3[CH:26]=[CH:27][C:28]([C:33]([OH:34])=[O:32])=[C:29]([OH:30])[CH:37]=3)[CH2:20][CH2:21][CH2:22][CH3:23])=[CH:15][CH:14]=2)=[CH:7][CH:6]=1)[CH2:2][CH2:3][CH3:4]. The catalyst class is: 14. (4) Reactant: [CH:1]([O:14][C:15]1[C:24]2[N:23]=[CH:22][CH:21]=[N:20][C:19]=2[C:18]([O:25]C)=[C:17]2[CH:27]([OH:39])[N:28]([CH2:31][C:32]3[CH:37]=[CH:36][C:35]([F:38])=[CH:34][CH:33]=3)[C:29](=O)[C:16]=12)(C1C=CC=CC=1)C1C=CC=CC=1.C([SiH](CC)CC)C.FC(F)(F)C(O)=O. Product: [F:38][C:35]1[CH:36]=[CH:37][C:32]([CH2:31][N:28]2[C:27](=[O:39])[C:17]3[C:16](=[C:15]([O:14][CH3:1])[C:24]4[N:23]=[CH:22][CH:21]=[N:20][C:19]=4[C:18]=3[OH:25])[CH2:29]2)=[CH:33][CH:34]=1. The catalyst class is: 2. (5) Reactant: [CH3:1][O:2][CH2:3][C:4]([NH:6][C:7]1[C:11]2[CH:12]=[N:13][C:14]([NH:16][C:17]([NH:19][C@@H:20]([C:22]3[CH:27]=[CH:26][CH:25]=[CH:24][CH:23]=3)[CH3:21])=[O:18])=[CH:15][C:10]=2[N:9](C(C2C=CC=CC=2)(C2C=CC=CC=2)C2C=CC=CC=2)[N:8]=1)=[O:5].C([SiH](CC)CC)C. Product: [CH3:1][O:2][CH2:3][C:4]([NH:6][C:7]1[C:11]2[CH:12]=[N:13][C:14]([NH:16][C:17]([NH:19][C@@H:20]([C:22]3[CH:23]=[CH:24][CH:25]=[CH:26][CH:27]=3)[CH3:21])=[O:18])=[CH:15][C:10]=2[NH:9][N:8]=1)=[O:5]. The catalyst class is: 67. (6) Reactant: [OH:1][CH2:2][CH2:3][C:4]1[C:5]([NH:7][C:8](=[O:10])[CH:9]=1)=[O:6].[O:11]=[C:12]=[N:13][CH:14]1[CH2:23][C:22]([CH3:25])([CH3:24])[CH2:21][C:16](C)([CH2:17]N=C=O)[CH2:15]1. Product: [CH2:3]([C:4]1[C:5](=[O:6])[NH:7][C:8](=[O:10])[C:9]=1[CH2:14][CH3:15])[CH3:2].[NH2:13][C:12]([O:10][CH2:8][CH3:9])=[O:11].[NH2:13][C:12]([O:10][CH2:8][CH3:9])=[O:11].[O:1]=[C:14]1[CH2:23][C:22]([CH3:25])([CH3:24])[CH2:21][C:16]([CH3:17])=[CH:15]1. The catalyst class is: 21. (7) Reactant: [Br:1][C:2]1[CH:11]=[CH:10][C:9]([N+:12]([O-])=O)=[C:8]2[C:3]=1[CH2:4][CH2:5][N:6]([CH2:15][CH3:16])[CH2:7]2. Product: [Br:1][C:2]1[CH:11]=[CH:10][C:9]([NH2:12])=[C:8]2[C:3]=1[CH2:4][CH2:5][N:6]([CH2:15][CH3:16])[CH2:7]2. The catalyst class is: 171. (8) Reactant: [CH3:1][O:2][C:3]([C:5]1[CH:14]=[CH:13][C:12]2[C:7](=[CH:8][CH:9]=[CH:10][C:11]=2[NH2:15])[N:6]=1)=[O:4].[Cl:16][C:17]1[CH:22]=[CH:21][C:20]([C:23]([CH3:34])([CH3:33])[CH2:24][C:25]([OH:32])([C:28]([F:31])([F:30])[F:29])[CH:26]=O)=[C:19]([O:35][CH3:36])[CH:18]=1.C(O)(=O)C.CCCCCC.C(OCC)(=O)C. Product: [CH3:1][O:2][C:3]([C:5]1[CH:14]=[CH:13][C:12]2[C:7](=[CH:8][CH:9]=[CH:10][C:11]=2[N:15]=[CH:26][C:25]([OH:32])([C:28]([F:29])([F:31])[F:30])[CH2:24][C:23]([C:20]2[CH:21]=[CH:22][C:17]([Cl:16])=[CH:18][C:19]=2[O:35][CH3:36])([CH3:33])[CH3:34])[N:6]=1)=[O:4]. The catalyst class is: 11. (9) Reactant: [CH3:1][C:2]1[CH:3]=[C:4]([CH2:11][CH:12]([NH:16][C:17]([N:19]2[CH2:24][CH2:23][CH:22]([N:25]3[CH2:34][C:33]4[C:28](=[CH:29][CH:30]=[CH:31][CH:32]=4)[NH:27][C:26]3=[O:35])[CH2:21][CH2:20]2)=[O:18])[C:13](O)=[O:14])[CH:5]=[C:6]2[C:10]=1[NH:9][N:8]=[CH:7]2.[N:36]1([CH:42]2[CH2:47][CH2:46][NH:45][CH2:44][CH2:43]2)[CH2:41][CH2:40][CH2:39][CH2:38][CH2:37]1.C(N(C(C)C)CC)(C)C.C1CN([P+](ON2N=NC3C=CC=CC2=3)(N2CCCC2)N2CCCC2)CC1.F[P-](F)(F)(F)(F)F. Product: [N:36]1([CH:42]2[CH2:47][CH2:46][N:45]([C:13](=[O:14])[CH:12]([NH:16][C:17]([N:19]3[CH2:24][CH2:23][CH:22]([N:25]4[CH2:34][C:33]5[C:28](=[CH:29][CH:30]=[CH:31][CH:32]=5)[NH:27][C:26]4=[O:35])[CH2:21][CH2:20]3)=[O:18])[CH2:11][C:4]3[CH:5]=[C:6]4[C:10](=[C:2]([CH3:1])[CH:3]=3)[NH:9][N:8]=[CH:7]4)[CH2:44][CH2:43]2)[CH2:41][CH2:40][CH2:39][CH2:38][CH2:37]1. The catalyst class is: 454. (10) Reactant: [F:1][C:2]1[C:11]([OH:12])=[CH:10][C:5]([C:6]([O:8][CH3:9])=[O:7])=[C:4]([N+:13]([O-])=O)[CH:3]=1.CO.[H][H]. Product: [NH2:13][C:4]1[CH:3]=[C:2]([F:1])[C:11]([OH:12])=[CH:10][C:5]=1[C:6]([O:8][CH3:9])=[O:7]. The catalyst class is: 354.